From a dataset of Peptide-MHC class II binding affinity with 134,281 pairs from IEDB. Regression. Given a peptide amino acid sequence and an MHC pseudo amino acid sequence, predict their binding affinity value. This is MHC class II binding data. (1) The peptide sequence is IYEPEDLGNCLNKSD. The MHC is DRB1_0101 with pseudo-sequence DRB1_0101. The binding affinity (normalized) is 0.239. (2) The peptide sequence is ATYNFAVLKLMGRGTKF. The binding affinity (normalized) is 0.337. The MHC is H-2-IAs with pseudo-sequence H-2-IAs. (3) The MHC is DRB1_0401 with pseudo-sequence DRB1_0401. The binding affinity (normalized) is 0.616. The peptide sequence is YDKFLANVSTVLTGI. (4) The peptide sequence is PISVTAPPPQLPRPP. The MHC is HLA-DQA10501-DQB10301 with pseudo-sequence HLA-DQA10501-DQB10301. The binding affinity (normalized) is 0.589. (5) The peptide sequence is TFYGSNPRGAAPDDH. The MHC is HLA-DPA10201-DPB10501 with pseudo-sequence HLA-DPA10201-DPB10501. The binding affinity (normalized) is 0.